From a dataset of Reaction yield outcomes from USPTO patents with 853,638 reactions. Predict the reaction yield, written as a fraction of the theoretical maximum amount of product (1.0 means a 100% yield; for example, 0.34 means a 34% yield). (1) The reactants are ClN1C(=O)C[CH2:4][C:3]1=O.Cl[C:10]1[C:14]([Cl:15])=[C:13]([CH3:16])[NH:12][C:11]=1[C:17]([OH:19])=[O:18].[OH-].[Na+]. The catalyst is C(Cl)(Cl)Cl. The product is [Cl:15][C:14]1[CH:10]=[C:11]([C:17]([O:19][CH2:3][CH3:4])=[O:18])[NH:12][C:13]=1[CH3:16]. The yield is 0.380. (2) The reactants are [F:1][C:2]([F:21])([C:7]1[CH:8]=[C:9]2[C:14](=[CH:15][CH:16]=1)[C:13]([CH3:18])([CH3:17])[CH2:12][CH2:11][C:10]2([CH3:20])[CH3:19])[C:3]([O:5]C)=[O:4].O.[OH-].[Na+]. The catalyst is CO. The product is [F:1][C:2]([F:21])([C:7]1[CH:8]=[C:9]2[C:14](=[CH:15][CH:16]=1)[C:13]([CH3:17])([CH3:18])[CH2:12][CH2:11][C:10]2([CH3:20])[CH3:19])[C:3]([OH:5])=[O:4]. The yield is 0.965. (3) The reactants are [Br:1][C:2]1[CH:3]=[C:4]([C:10]([OH:12])=[O:11])[S:5][C:6]=1[CH2:7][CH2:8][CH3:9].S(=O)(=O)(O)O.O.[CH3:19]O. No catalyst specified. The product is [Br:1][C:2]1[CH:3]=[C:4]([C:10]([O:12][CH3:19])=[O:11])[S:5][C:6]=1[CH2:7][CH2:8][CH3:9]. The yield is 0.930.